Task: Predict which catalyst facilitates the given reaction.. Dataset: Catalyst prediction with 721,799 reactions and 888 catalyst types from USPTO (1) Reactant: C(OC(=O)COC1C=CC=C([S:13]([N:16]2[CH2:25][C:24]([CH3:27])([CH3:26])[C:23]3[C:18](=[CH:19][C:20](OS(C(F)(F)F)(=O)=O)=[CH:21][CH:22]=3)[CH:17]2[CH3:36])(=[O:15])=[O:14])C=1C)C.[F:39][C:40]1[CH:45]=[CH:44][C:43](B(O)O)=[CH:42][CH:41]=1.[OH2:49].O.O.P([O-])([O-])([O-])=O.[K+].[K+].[K+].[C:60]([O:63][CH2:64][CH3:65])(=[O:62])[CH3:61].[C:66]1([CH3:72])[CH:71]=[CH:70][CH:69]=[CH:68][CH:67]=1. Product: [CH2:64]([O:63][C:60](=[O:62])[CH2:61][O:49][C:67]1[CH:68]=[CH:69][C:70]([S:13]([N:16]2[CH2:25][C:24]([CH3:27])([CH3:26])[C:23]3[C:18](=[CH:19][C:20]([C:43]4[CH:44]=[CH:45][C:40]([F:39])=[CH:41][CH:42]=4)=[CH:21][CH:22]=3)[CH:17]2[CH3:36])(=[O:15])=[O:14])=[CH:71][C:66]=1[CH3:72])[CH3:65]. The catalyst class is: 103. (2) Reactant: [CH:1]([C@:4]1([C:17]([O:19]C)=[O:18])[CH2:8][CH2:7][C@@H:6]([N:9]([CH3:16])[CH:10]2[CH2:15][CH2:14][O:13][CH2:12][CH2:11]2)[CH2:5]1)([CH3:3])[CH3:2].C1COCC1.CO.O[Li].O. Product: [CH:1]([C@:4]1([C:17]([OH:19])=[O:18])[CH2:8][CH2:7][C@@H:6]([N:9]([CH3:16])[CH:10]2[CH2:15][CH2:14][O:13][CH2:12][CH2:11]2)[CH2:5]1)([CH3:3])[CH3:2]. The catalyst class is: 6. (3) Reactant: [NH:1]1[CH2:5][CH2:4][CH2:3][CH2:2]1.[OH-].[Na+].Br[CH2:9][CH2:10][CH2:11][Cl:12]. Product: [Cl:12][CH2:11][CH2:10][CH2:9][N:1]1[CH2:5][CH2:4][CH2:3][CH2:2]1. The catalyst class is: 21. (4) Reactant: [CH2:1]([O:3][C:4]([C:6]1[N:10]=[C:9]([I:11])[NH:8][N:7]=1)=[O:5])[CH3:2].CN(C=O)C.C(N(CC)CC)C.[C:24](Cl)([C:37]1[CH:42]=[CH:41][CH:40]=[CH:39][CH:38]=1)([C:31]1[CH:36]=[CH:35][CH:34]=[CH:33][CH:32]=1)[C:25]1[CH:30]=[CH:29][CH:28]=[CH:27][CH:26]=1. Product: [CH2:1]([O:3][C:4]([C:6]1[N:7]([C:24]([C:25]2[CH:30]=[CH:29][CH:28]=[CH:27][CH:26]=2)([C:37]2[CH:38]=[CH:39][CH:40]=[CH:41][CH:42]=2)[C:31]2[CH:32]=[CH:33][CH:34]=[CH:35][CH:36]=2)[N:8]=[C:9]([I:11])[N:10]=1)=[O:5])[CH3:2]. The catalyst class is: 6. (5) The catalyst class is: 2. Reactant: [Cl:1][C:2]1[C:3]([N:23]2[CH2:28][CH2:27][NH:26][CH2:25][CH2:24]2)=[N:4][C:5]([NH:8][C:9]2[CH:14]=[CH:13][CH:12]=[CH:11][C:10]=2[NH:15][C:16](=[O:22])[O:17][C:18]([CH3:21])([CH3:20])[CH3:19])=[N:6][CH:7]=1.[N:29]([C:32]1[CH:37]=[CH:36][CH:35]=[C:34]([C:38]([F:41])([F:40])[F:39])[CH:33]=1)=[C:30]=[O:31].C(N(CC)CC)C. Product: [Cl:1][C:2]1[C:3]([N:23]2[CH2:24][CH2:25][N:26]([C:30](=[O:31])[NH:29][C:32]3[CH:37]=[CH:36][CH:35]=[C:34]([C:38]([F:39])([F:41])[F:40])[CH:33]=3)[CH2:27][CH2:28]2)=[N:4][C:5]([NH:8][C:9]2[CH:14]=[CH:13][CH:12]=[CH:11][C:10]=2[NH:15][C:16](=[O:22])[O:17][C:18]([CH3:21])([CH3:20])[CH3:19])=[N:6][CH:7]=1. (6) Reactant: [Cl:1][C:2]1[CH:3]=[C:4]2[C:9](=[C:10]([Cl:12])[CH:11]=1)[CH2:8][N:7]([CH3:13])[CH2:6][CH:5]2[C:14]1[CH:19]=[CH:18][C:17]([NH2:20])=[CH:16][CH:15]=1.[C:21](=O)(OC(Cl)(Cl)Cl)[O:22]C(Cl)(Cl)Cl.[NH2:33][C@@H:34]([CH2:39][C:40]([O:42][CH3:43])=[O:41])[C:35]([O:37][CH3:38])=[O:36]. The catalyst class is: 236. Product: [Cl:1][C:2]1[CH:3]=[C:4]2[C:9](=[C:10]([Cl:12])[CH:11]=1)[CH2:8][N:7]([CH3:13])[CH2:6][CH:5]2[C:14]1[CH:19]=[CH:18][C:17]([NH:20][C:21](=[O:22])[NH:33][C@@H:34]([CH2:39][C:40]([O:42][CH3:43])=[O:41])[C:35]([O:37][CH3:38])=[O:36])=[CH:16][CH:15]=1. (7) Reactant: [CH3:1][C:2]1[C:3]([C:12]([O:14]CC)=O)=[C:4]([NH:8][C:9]([NH2:11])=[S:10])[S:5][C:6]=1[CH3:7].[OH-].[Na+].CC(O)=O. Product: [CH3:1][C:2]1[C:3]2[C:12](=[O:14])[NH:11][C:9](=[S:10])[NH:8][C:4]=2[S:5][C:6]=1[CH3:7]. The catalyst class is: 14. (8) Reactant: [N+:1]([C:4]1[CH:12]=[CH:11][C:7]([C:8](Cl)=[O:9])=[CH:6][CH:5]=1)([O-:3])=[O:2].[CH3:13][NH:14][CH2:15][CH2:16][CH3:17].C(=O)([O-])[O-].[K+].[K+].Cl. Product: [CH3:13][N:14]([CH2:15][CH2:16][CH3:17])[C:8](=[O:9])[C:7]1[CH:11]=[CH:12][C:4]([N+:1]([O-:3])=[O:2])=[CH:5][CH:6]=1. The catalyst class is: 124. (9) Reactant: [NH2:1][C:2]1[C:7]([O:8][CH3:9])=[CH:6][C:5]([CH2:10][C:11]([O:13]C)=[O:12])=[CH:4][C:3]=1[OH:15].[C:16]1([CH3:25])[C:17]([N:22]=[C:23]=S)=[CH:18][CH:19]=[CH:20][CH:21]=1. Product: [CH3:9][O:8][C:7]1[C:2]2[N:1]=[C:23]([NH:22][C:17]3[CH:18]=[CH:19][CH:20]=[CH:21][C:16]=3[CH3:25])[O:15][C:3]=2[CH:4]=[C:5]([CH2:10][C:11]([OH:13])=[O:12])[CH:6]=1. The catalyst class is: 8.